This data is from Full USPTO retrosynthesis dataset with 1.9M reactions from patents (1976-2016). The task is: Predict the reactants needed to synthesize the given product. (1) Given the product [OH:4][C:3]1[CH:5]=[CH:6][CH:7]=[CH:8][C:2]=1[CH:1]=[C:11]1[CH2:12][CH:13]([CH3:14])[O:15][C:10]1=[O:16], predict the reactants needed to synthesize it. The reactants are: [CH:1](=O)[C:2]1[C:3](=[CH:5][CH:6]=[CH:7][CH:8]=1)[OH:4].[C:10]1(=[O:16])[O:15][CH:13]([CH3:14])[CH2:12][CH2:11]1. (2) Given the product [C:18]([N:1]1[C:9]2[C:4](=[CH:5][CH:6]=[CH:7][CH:8]=2)[C:3]([CH:10]=[O:11])=[CH:2]1)(=[O:20])[CH3:19], predict the reactants needed to synthesize it. The reactants are: [NH:1]1[C:9]2[C:4](=[CH:5][CH:6]=[CH:7][CH:8]=2)[C:3]([CH:10]=[O:11])=[CH:2]1.N1C=CC=CC=1.[C:18](OC(=O)C)(=[O:20])[CH3:19]. (3) Given the product [CH2:10]([CH:1]1[O:2][C:3]2=[CH:4][S:5][CH:6]=[C:7]2[O:8][CH2:9]1)[CH2:11][CH2:12][CH2:13][CH2:14][CH2:15][CH2:16][CH3:17], predict the reactants needed to synthesize it. The reactants are: [CH3:1][O:2][C:3]1[C:7]([O:8][CH3:9])=[CH:6][S:5][CH:4]=1.[CH2:10](O)[C@@H:11](O)[CH2:12][CH2:13][CH2:14][CH2:15][CH2:16][CH2:17]CC.